Dataset: Full USPTO retrosynthesis dataset with 1.9M reactions from patents (1976-2016). Task: Predict the reactants needed to synthesize the given product. Given the product [CH3:1][C:2]1[CH:6]=[C:5]([CH3:7])[N:4]([CH2:8][C:9]([N:36]2[CH2:37][CH2:38][N:33]([C:28]3[CH:29]=[CH:30][CH:31]=[CH:32][C:27]=3[N+:24]([O-:26])=[O:25])[CH2:34][CH2:35]2)=[O:11])[N:3]=1, predict the reactants needed to synthesize it. The reactants are: [CH3:1][C:2]1[CH:6]=[C:5]([CH3:7])[N:4]([CH2:8][C:9]([OH:11])=O)[N:3]=1.C(C1NC=CN=1)(C1NC=CN=1)=O.[N+:24]([C:27]1[CH:32]=[CH:31][CH:30]=[CH:29][C:28]=1[N:33]1[CH2:38][CH2:37][NH:36][CH2:35][CH2:34]1)([O-:26])=[O:25].